Dataset: Volume of distribution at steady state (VDss) regression data from Lombardo et al.. Task: Regression/Classification. Given a drug SMILES string, predict its absorption, distribution, metabolism, or excretion properties. Task type varies by dataset: regression for continuous measurements (e.g., permeability, clearance, half-life) or binary classification for categorical outcomes (e.g., BBB penetration, CYP inhibition). For this dataset (vdss_lombardo), we predict log10(VDss) (log10 of volume of distribution in L/kg). (1) The log10(VDss) is 1.30. The compound is NC(=[NH2+])N/N=C1\CCc2c(C(N)=[NH2+])cccc21. (2) The molecule is COC(=O)C1C(O)CCC2CN3CCc4c([nH]c5ccccc45)C3CC21. The log10(VDss) is -0.320. (3) The molecule is O=C(NCCN1CCOCC1)c1ccc(Cl)cc1. The log10(VDss) is 0.0400. (4) The compound is Nc1nc(=O)c2ncn(CCC(CO)CO)c2[nH]1. The log10(VDss) is 0.0400. (5) The compound is O=C1NC(c2ccccc2)(c2ccccc2)C(=O)N1COP(=O)([O-])[O-]. The log10(VDss) is -1.22. (6) The drug is CS(=O)(=O)c1ccc(C(=O)Nc2ccc(Cl)c(-c3ccccn3)c2)c(Cl)c1. The log10(VDss) is -0.640. (7) The log10(VDss) is -0.190. The drug is O=S(=O)([O-])CCS. (8) The drug is CC(C(=O)[O-])c1ccc(C(=O)c2ccccc2)s1. The log10(VDss) is -1.10. (9) The log10(VDss) is 0.530. The molecule is CCCC(Nc1nc(-c2ccc(NC(=O)NCC)c(OC)c2)ncc1C)c1cccnc1.